Dataset: Full USPTO retrosynthesis dataset with 1.9M reactions from patents (1976-2016). Task: Predict the reactants needed to synthesize the given product. (1) Given the product [Cl:1][C:2]1[C:3]2[CH2:17][N:18]([C:19]3[CH:28]=[C:27]4[C:22]([CH2:23][CH2:24][CH:25]([C:29]5[C:34]([F:35])=[CH:33][CH:32]=[CH:31][N:30]=5)[O:26]4)=[CH:21][C:20]=3[CH3:36])[C:45](=[O:47])[NH:16][C:4]=2[C:5]([C:8]2[C:9]([CH3:15])=[N:10][N:11]([CH3:14])[C:12]=2[CH3:13])=[N:6][CH:7]=1, predict the reactants needed to synthesize it. The reactants are: [Cl:1][C:2]1[C:3]([CH2:17][NH:18][C:19]2[CH:28]=[C:27]3[C:22]([CH2:23][CH2:24][CH:25]([C:29]4[C:34]([F:35])=[CH:33][CH:32]=[CH:31][N:30]=4)[O:26]3)=[CH:21][C:20]=2[CH3:36])=[C:4]([NH2:16])[C:5]([C:8]2[C:9]([CH3:15])=[N:10][N:11]([CH3:14])[C:12]=2[CH3:13])=[N:6][CH:7]=1.C(N(CC)CC)C.Cl[C:45](Cl)([O:47]C(=O)OC(Cl)(Cl)Cl)Cl.C(=O)([O-])[O-].[K+].[K+]. (2) Given the product [CH3:5][O:4][N:3]([CH3:2])[C:37]([C:23]1[C:22](=[O:41])[C:21]([O:20][CH3:19])=[CH:26][N:25]([C:27]2[CH:32]=[CH:31][CH:30]=[C:29]([C:33]([F:34])([F:35])[F:36])[CH:28]=2)[N:24]=1)=[O:38], predict the reactants needed to synthesize it. The reactants are: Cl.[CH3:2][NH:3][O:4][CH3:5].CCN(C(C)C)C(C)C.C[Al](C)C.[CH3:19][O:20][C:21]1[C:22](=[O:41])[C:23]([C:37](OC)=[O:38])=[N:24][N:25]([C:27]2[CH:32]=[CH:31][CH:30]=[C:29]([C:33]([F:36])([F:35])[F:34])[CH:28]=2)[CH:26]=1.